From a dataset of Full USPTO retrosynthesis dataset with 1.9M reactions from patents (1976-2016). Predict the reactants needed to synthesize the given product. (1) Given the product [C:24]([C:21]1[CH:22]=[C:23]2[C:18](=[CH:19][CH:20]=1)[NH:17][CH:16]=[C:15]2[CH2:14][CH2:13][CH2:12][N:37]1[CH2:38][CH2:39][N:34]([C:29]2[S:30][C:31]([C:32]#[N:33])=[C:27]([CH3:26])[N:28]=2)[CH2:35][CH2:36]1)#[N:25], predict the reactants needed to synthesize it. The reactants are: CC1C=CC(S(O[CH2:12][CH2:13][CH2:14][C:15]2[C:23]3[C:18](=[CH:19][CH:20]=[C:21]([C:24]#[N:25])[CH:22]=3)[NH:17][CH:16]=2)(=O)=O)=CC=1.[CH3:26][C:27]1[N:28]=[C:29]([N:34]2[CH2:39][CH2:38][NH:37][CH2:36][CH2:35]2)[S:30][C:31]=1[C:32]#[N:33].C(=O)([O-])[O-].[K+].[K+].[I-].[K+]. (2) Given the product [CH2:8]([O:15][C:16]([N:18]1[CH:22]([C:23](=[O:42])[NH:24][C:25]2[S:26][CH:27]=[C:28]([C:30]3[CH:31]=[CH:32][C:33]([C:36](=[O:41])[NH:37][CH:38]4[CH2:40][CH2:39]4)=[CH:34][CH:35]=3)[N:29]=2)[CH2:21][S:20][CH:6]1[CH:3]1[CH2:4][CH2:5][O:1][CH2:2]1)=[O:17])[C:9]1[CH:14]=[CH:13][CH:12]=[CH:11][CH:10]=1, predict the reactants needed to synthesize it. The reactants are: [O:1]1[CH2:5][CH2:4][CH:3]([CH:6]=O)[CH2:2]1.[CH2:8]([O:15][C:16]([N:18]1[CH:22]([C:23](=[O:42])[NH:24][C:25]2[S:26][CH:27]=[C:28]([C:30]3[CH:35]=[CH:34][C:33]([C:36](=[O:41])[NH:37][CH:38]4[CH2:40][CH2:39]4)=[CH:32][CH:31]=3)[N:29]=2)[CH2:21][S:20]C1C1C=CC(C(=O)C)=CC=1)=[O:17])[C:9]1[CH:14]=[CH:13][CH:12]=[CH:11][CH:10]=1. (3) Given the product [CH2:1]([C:8]1[N:9]([CH2:22][CH2:23][CH:24]2[CH2:28][CH2:27][CH2:26][N:25]2[CH3:29])[C:10]2[C:15]([CH:16]=1)=[CH:14][C:13]([N+:17]([O-:19])=[O:18])=[CH:12][CH:11]=2)[C:2]1[CH:7]=[CH:6][CH:5]=[CH:4][CH:3]=1, predict the reactants needed to synthesize it. The reactants are: [CH2:1]([C:8]1[NH:9][C:10]2[C:15]([CH:16]=1)=[CH:14][C:13]([N+:17]([O-:19])=[O:18])=[CH:12][CH:11]=2)[C:2]1[CH:7]=[CH:6][CH:5]=[CH:4][CH:3]=1.Cl.Cl[CH2:22][CH2:23][CH:24]1[CH2:28][CH2:27][CH2:26][N:25]1[CH3:29].C(=O)([O-])[O-].[K+].[K+]. (4) Given the product [C:20]([C:18]1[CH:19]=[C:14]([C:13]#[C:12][C:10]2[CH:9]=[CH:8][C:7]([F:22])=[C:6]([CH:11]=2)[C:5]([OH:23])=[O:4])[CH:15]=[N:16][CH:17]=1)#[N:21], predict the reactants needed to synthesize it. The reactants are: [OH-].[Li+].C[O:4][C:5](=[O:23])[C:6]1[CH:11]=[C:10]([C:12]#[C:13][C:14]2[CH:15]=[N:16][CH:17]=[C:18]([C:20]#[N:21])[CH:19]=2)[CH:9]=[CH:8][C:7]=1[F:22].O1CCCC1.